Dataset: Catalyst prediction with 721,799 reactions and 888 catalyst types from USPTO. Task: Predict which catalyst facilitates the given reaction. (1) Reactant: C([O:3][C:4](=O)[CH:5]([F:13])[C:6]([C:8]1[O:9][CH:10]=[CH:11][CH:12]=1)=O)C.C(=O)(O)O.[NH2:19][C:20]([NH2:22])=[NH:21].Cl. Product: [NH2:21][C:20]1[NH:22][C:4](=[O:3])[C:5]([F:13])=[C:6]([C:8]2[O:9][CH:10]=[CH:11][CH:12]=2)[N:19]=1. The catalyst class is: 40. (2) Product: [CH2:1]([NH:4][C:13](=[O:14])[O:15][CH2:16][C:17]1[CH:22]=[CH:21][CH:20]=[CH:19][CH:18]=1)[C:2]#[CH:3]. The catalyst class is: 2. Reactant: [CH2:1]([NH2:4])[C:2]#[CH:3].C(N(CC)CC)C.Cl[C:13]([O:15][CH2:16][C:17]1[CH:22]=[CH:21][CH:20]=[CH:19][CH:18]=1)=[O:14]. (3) Reactant: Cl.[CH3:2][S:3]([C:6]1[CH:12]=[CH:11][C:9]([NH2:10])=[CH:8][CH:7]=1)(=[O:5])=[O:4].C[Al](C)C.[C:17]([C:19]1[CH:24]=[CH:23][N:22]=[CH:21][CH:20]=1)#[N:18]. Product: [CH3:2][S:3]([C:6]1[CH:12]=[CH:11][C:9]([NH:10][C:17]([C:19]2[CH:24]=[CH:23][N:22]=[CH:21][CH:20]=2)=[NH:18])=[CH:8][CH:7]=1)(=[O:4])=[O:5]. The catalyst class is: 648. (4) Reactant: [Cl:1][C:2]1[CH:3]=[C:4]([N:10]2[C@@H:15]([CH3:16])[CH2:14][N:13]([C:17]([NH:19][CH2:20][C:21]3[CH:29]=[CH:28][C:24]([C:25](O)=[O:26])=[CH:23][CH:22]=3)=[O:18])[C@H:12]([CH3:30])[CH2:11]2)[CH:5]=[CH:6][C:7]=1[C:8]#[N:9].[CH3:31][N:32](C=O)[CH3:33].Cl.CNC.Cl.CN(C)CCCN=C=NCC. Product: [Cl:1][C:2]1[CH:3]=[C:4]([N:10]2[C@@H:15]([CH3:16])[CH2:14][N:13]([C:17]([NH:19][CH2:20][C:21]3[CH:22]=[CH:23][C:24]([C:25](=[O:26])[N:32]([CH3:33])[CH3:31])=[CH:28][CH:29]=3)=[O:18])[C@H:12]([CH3:30])[CH2:11]2)[CH:5]=[CH:6][C:7]=1[C:8]#[N:9]. The catalyst class is: 66. (5) The catalyst class is: 291. Reactant: [CH2:1]=[C:2]1[S:6][C:5](=[NH:7])[N:4]([C:8]2[CH:21]=[CH:20][C:11]3[O:12][C:13]([F:19])([F:18])[C:14]([F:17])([F:16])[O:15][C:10]=3[CH:9]=2)[CH2:3]1.CCN(C(C)C)C(C)C.[CH3:31][CH:32]([CH3:37])[CH2:33][C:34](Cl)=[O:35]. Product: [CH3:31][CH:32]([CH3:37])[CH2:33][C:34](/[N:7]=[C:5]1\[S:6][C:2]([CH3:1])=[CH:3][N:4]\1[C:8]1[CH:21]=[CH:20][C:11]2[O:12][C:13]([F:19])([F:18])[C:14]([F:16])([F:17])[O:15][C:10]=2[CH:9]=1)=[O:35]. (6) Reactant: [F:1][C:2]1[N:7]=[CH:6][C:5]([OH:8])=[C:4]([I:9])[CH:3]=1.[H-].[Na+].Br[CH2:13][CH2:14][O:15][CH:16]1[CH2:21][CH2:20][CH2:19][CH2:18][O:17]1. Product: [F:1][C:2]1[CH:3]=[C:4]([I:9])[C:5]([O:8][CH2:13][CH2:14][O:15][CH:16]2[CH2:21][CH2:20][CH2:19][CH2:18][O:17]2)=[CH:6][N:7]=1. The catalyst class is: 288.